From a dataset of Peptide-MHC class II binding affinity with 134,281 pairs from IEDB. Regression. Given a peptide amino acid sequence and an MHC pseudo amino acid sequence, predict their binding affinity value. This is MHC class II binding data. (1) The peptide sequence is YDKFLANVSWVLTGK. The MHC is DRB1_1302 with pseudo-sequence DRB1_1302. The binding affinity (normalized) is 0.762. (2) The peptide sequence is DEVFAILNLSIDS. The MHC is DRB1_1501 with pseudo-sequence DRB1_1501. The binding affinity (normalized) is 0.231. (3) The peptide sequence is LFLHLVGFPTHRHIQ. The MHC is H-2-IAb with pseudo-sequence H-2-IAb. The binding affinity (normalized) is 0.405.